Dataset: Full USPTO retrosynthesis dataset with 1.9M reactions from patents (1976-2016). Task: Predict the reactants needed to synthesize the given product. (1) Given the product [C:38]([C:36]1[CH:35]=[C:34]([C:41]2[N:2]([CH2:28][C:21]3[C:20]4[C:25](=[CH:26][CH:27]=[C:18]([C:17]([F:31])([F:30])[F:16])[CH:19]=4)[N:24]=[CH:23][CH:22]=3)[N:1]=[C:3]3[C:4]=2[C:5](=[O:15])[N:6]([CH3:14])[C:7](=[O:13])[N:8]3[CH2:9][CH:10]([CH3:11])[CH3:12])[N:33]([CH3:32])[CH:37]=1)(=[O:40])[CH3:39], predict the reactants needed to synthesize it. The reactants are: [NH:1]([C:3]1[N:8]([CH2:9][CH:10]([CH3:12])[CH3:11])[C:7](=[O:13])[N:6]([CH3:14])[C:5](=[O:15])[CH:4]=1)[NH2:2].[F:16][C:17]([F:31])([F:30])[C:18]1[CH:19]=[C:20]2[C:25](=[CH:26][CH:27]=1)[N:24]=[CH:23][CH:22]=[C:21]2[CH:28]=O.[CH3:32][N:33]1[CH:37]=[C:36]([C:38](=[O:40])[CH3:39])[CH:35]=[C:34]1[CH:41]=O. (2) Given the product [CH2:20]([O:1][CH2:2][CH:3]1[CH2:8][CH2:7][CH2:6][N:5]([C:9]([O:11][C:12]([CH3:15])([CH3:14])[CH3:13])=[O:10])[CH2:4]1)[CH:19]=[CH2:18], predict the reactants needed to synthesize it. The reactants are: [OH:1][CH2:2][CH:3]1[CH2:8][CH2:7][CH2:6][N:5]([C:9]([O:11][C:12]([CH3:15])([CH3:14])[CH3:13])=[O:10])[CH2:4]1.[H-].[Na+].[CH2:18](I)[CH:19]=[CH2:20]. (3) Given the product [CH3:13][N:14]1[C:22]2[C:17](=[CH:18][C:19]([O:23][C:2]3[N:3]=[C:4]([OH:12])[C:5]4[CH:11]=[CH:10][N:9]=[CH:8][C:6]=4[N:7]=3)=[CH:20][CH:21]=2)[CH:16]=[CH:15]1, predict the reactants needed to synthesize it. The reactants are: Cl[C:2]1[N:3]=[C:4]([OH:12])[C:5]2[CH:11]=[CH:10][N:9]=[CH:8][C:6]=2[N:7]=1.[CH3:13][N:14]1[C:22]2[C:17](=[CH:18][C:19]([OH:23])=[CH:20][CH:21]=2)[CH:16]=[CH:15]1. (4) The reactants are: [O:1]1[C:5]2[CH:6]=[CH:7][C:8]([O:10][C:11]3[N:19]=[CH:18][C:17]([F:20])=[CH:16][C:12]=3[C:13]([OH:15])=O)=[CH:9][C:4]=2[O:3][CH2:2]1.[C:21]([O:25][C:26](=[O:39])[CH:27]([O:29][C:30]1[CH:35]=[CH:34][C:33]([CH2:36][NH2:37])=[C:32]([F:38])[CH:31]=1)[CH3:28])([CH3:24])([CH3:23])[CH3:22].O1C2C=CC(OC3N=CC=CC=3C(O)=O)=CC=2OC1.COC(=O)COC1C=CC(CN)=C(F)C=1. Given the product [C:21]([O:25][C:26](=[O:39])[CH:27]([O:29][C:30]1[CH:35]=[CH:34][C:33]([CH2:36][NH:37][C:13]([C:12]2[C:11]([O:10][C:8]3[CH:7]=[CH:6][C:5]4[O:1][CH2:2][O:3][C:4]=4[CH:9]=3)=[N:19][CH:18]=[C:17]([F:20])[CH:16]=2)=[O:15])=[C:32]([F:38])[CH:31]=1)[CH3:28])([CH3:22])([CH3:23])[CH3:24], predict the reactants needed to synthesize it. (5) Given the product [CH2:12]([C@H:11]1[C:10]2[C:5](=[CH:6][CH:7]=[C:8]([N:19]3[CH2:22][CH:21]([NH:23][S:24]([CH2:27][CH2:28][CH3:29])(=[O:26])=[O:25])[CH2:20]3)[CH:9]=2)[O:4][CH2:3][C@H:2]1[NH:1][CH2:30][CH2:31][CH3:32])[C:13]1[CH:14]=[CH:15][CH:16]=[CH:17][CH:18]=1, predict the reactants needed to synthesize it. The reactants are: [NH2:1][C@H:2]1[C@@H:11]([CH2:12][C:13]2[CH:18]=[CH:17][CH:16]=[CH:15][CH:14]=2)[C:10]2[C:5](=[CH:6][CH:7]=[C:8]([N:19]3[CH2:22][CH:21]([NH:23][S:24]([CH2:27][CH2:28][CH3:29])(=[O:26])=[O:25])[CH2:20]3)[CH:9]=2)[O:4][CH2:3]1.[CH:30](=O)[CH2:31][CH3:32].C(O)(=O)C.C([BH3-])#N.[Na+].C(=O)(O)[O-].[Na+].